Dataset: Catalyst prediction with 721,799 reactions and 888 catalyst types from USPTO. Task: Predict which catalyst facilitates the given reaction. (1) Reactant: [Br:1][C:2]1[CH:8]=[CH:7][CH:6]=[CH:5][C:3]=1[NH2:4].[N+:9]([O-])([O-:11])=[O:10].[K+].O.N. Product: [Br:1][C:2]1[CH:8]=[CH:7][C:6]([N+:9]([O-:11])=[O:10])=[CH:5][C:3]=1[NH2:4]. The catalyst class is: 65. (2) Reactant: [Cl:1][C:2]1[CH:3]=[CH:4][C:5]([F:25])=[C:6]([N:8]([CH2:21][CH:22]([CH3:24])[CH3:23])[S:9]([C:12]2[CH:17]=[CH:16][C:15]([CH:18]3[CH2:20][O:19]3)=[CH:14][CH:13]=2)(=[O:11])=[O:10])[CH:7]=1.[NH:26]1[CH2:31][CH2:30][O:29][CH2:28][CH2:27]1. Product: [Cl:1][C:2]1[CH:3]=[CH:4][C:5]([F:25])=[C:6]([N:8]([CH2:21][CH:22]([CH3:24])[CH3:23])[S:9]([C:12]2[CH:17]=[CH:16][C:15]([CH:18]([OH:19])[CH2:20][N:26]3[CH2:31][CH2:30][O:29][CH2:28][CH2:27]3)=[CH:14][CH:13]=2)(=[O:10])=[O:11])[CH:7]=1. The catalyst class is: 8. (3) The catalyst class is: 11. Reactant: C([N:8]1[CH2:16][C@H:15]2[C@:10]([CH3:22])([CH2:11][CH2:12][C:13]3[C:20]([Cl:21])=[CH:19][CH:18]=[CH:17][C:14]=32)[CH2:9]1)C1C=CC=CC=1.[C:23](Cl)(=[O:27])[O:24][CH2:25][CH3:26]. Product: [Cl:21][C:20]1[C:13]2[CH2:12][CH2:11][C@@:10]3([CH3:22])[C@H:15]([CH2:16][N:8]([C:23]([O:24][CH2:25][CH3:26])=[O:27])[CH2:9]3)[C:14]=2[CH:17]=[CH:18][CH:19]=1. (4) Reactant: Cl.[NH2:2][CH2:3][CH2:4][O:5][C:6]1[CH:11]=[CH:10][C:9]([NH:12][C:13](=[O:22])[C:14]2[CH:19]=[CH:18][CH:17]=[C:16]([O:20][CH3:21])[CH:15]=2)=[CH:8][C:7]=1[C:23]1[N:27]([CH3:28])[N:26]=[CH:25][CH:24]=1.C(N(CC)CC)C.[C:36](Cl)(=[O:38])[CH3:37]. Product: [C:36]([NH:2][CH2:3][CH2:4][O:5][C:6]1[CH:11]=[CH:10][C:9]([NH:12][C:13](=[O:22])[C:14]2[CH:19]=[CH:18][CH:17]=[C:16]([O:20][CH3:21])[CH:15]=2)=[CH:8][C:7]=1[C:23]1[N:27]([CH3:28])[N:26]=[CH:25][CH:24]=1)(=[O:38])[CH3:37]. The catalyst class is: 4. (5) Reactant: [CH3:1][N:2]([CH3:28])[C:3]([C:5]1[C:15]([CH2:16][CH2:17][C:18](=[O:26])[C:19]2[CH:24]=[CH:23][CH:22]=[CH:21][C:20]=2[CH3:25])=[C:14]([OH:27])[C:8]2[N:9]=[C:10]([CH3:13])[N:11]([CH3:12])[C:7]=2[CH:6]=1)=[O:4].CC([O-])(C)C.[K+].[C:35]([OH:40])(=[O:39])[C:36]([OH:38])=[O:37]. Product: [CH3:28][N:2]([CH3:1])[C:3]([C:5]1[C:15]([CH2:16][CH2:17][C@@H:18]([OH:26])[C:19]2[CH:24]=[CH:23][CH:22]=[CH:21][C:20]=2[CH3:25])=[C:14]([OH:27])[C:8]2[N:9]=[C:10]([CH3:13])[N:11]([CH3:12])[C:7]=2[CH:6]=1)=[O:4].[C:35]([OH:40])(=[O:39])[C:36]([OH:38])=[O:37]. The catalyst class is: 32. (6) Reactant: [NH3:1].Cl[C:3]1[N:8]=[C:7]([Cl:9])[C:6]([C:10]([F:13])([F:12])[F:11])=[CH:5][N:4]=1. Product: [Cl:9][C:7]1[C:6]([C:10]([F:13])([F:12])[F:11])=[CH:5][N:4]=[C:3]([NH2:1])[N:8]=1. The catalyst class is: 5.